From a dataset of Catalyst prediction with 721,799 reactions and 888 catalyst types from USPTO. Predict which catalyst facilitates the given reaction. (1) Reactant: [F:1][C:2]1[CH:12]=[C:11](F)[C:10]([N+:14]([O-:16])=[O:15])=[CH:9][C:3]=1[C:4]([O:6][CH2:7][CH3:8])=[O:5].[NH3:17]. Product: [NH2:17][C:11]1[C:10]([N+:14]([O-:16])=[O:15])=[CH:9][C:3]([C:4]([O:6][CH2:7][CH3:8])=[O:5])=[C:2]([F:1])[CH:12]=1. The catalyst class is: 1. (2) Reactant: [CH2:1]([S:3]([N:6]1[CH2:11][CH2:10][C:9]([CH2:18][NH2:19])([CH2:12][CH:13]2[CH2:17][CH2:16][CH2:15][O:14]2)[CH2:8][CH2:7]1)(=[O:5])=[O:4])[CH3:2].N=C=N.[Cl:23][C:24]1[CH:32]=[C:31]([C:33]([F:36])([F:35])[F:34])[CH:30]=[CH:29][C:25]=1[C:26](O)=[O:27]. Product: [Cl:23][C:24]1[CH:32]=[C:31]([C:33]([F:34])([F:35])[F:36])[CH:30]=[CH:29][C:25]=1[C:26]([NH:19][CH2:18][C:9]1([CH2:12][CH:13]2[CH2:17][CH2:16][CH2:15][O:14]2)[CH2:10][CH2:11][N:6]([S:3]([CH2:1][CH3:2])(=[O:5])=[O:4])[CH2:7][CH2:8]1)=[O:27]. The catalyst class is: 4. (3) Reactant: [C:1]([O:5][C:6]([C:8]1[C:9]([OH:26])=[N:10][C:11]2[C:16]([C:17]=1[C:18]1[CH:23]=[CH:22][CH:21]=[C:20]([Cl:24])[CH:19]=1)=[CH:15][C:14]([Cl:25])=[CH:13][CH:12]=2)=[O:7])([CH3:4])([CH3:3])[CH3:2].[H-].[Na+].C1C=CC(N([S:36]([C:39]([F:42])([F:41])[F:40])(=[O:38])=[O:37])[S:36]([C:39]([F:42])([F:41])[F:40])(=[O:38])=[O:37])=CC=1. Product: [C:1]([O:5][C:6]([C:8]1[C:9]([O:26][S:36]([C:39]([F:42])([F:41])[F:40])(=[O:38])=[O:37])=[N:10][C:11]2[C:16]([C:17]=1[C:18]1[CH:23]=[CH:22][CH:21]=[C:20]([Cl:24])[CH:19]=1)=[CH:15][C:14]([Cl:25])=[CH:13][CH:12]=2)=[O:7])([CH3:4])([CH3:2])[CH3:3]. The catalyst class is: 3.